From a dataset of Full USPTO retrosynthesis dataset with 1.9M reactions from patents (1976-2016). Predict the reactants needed to synthesize the given product. (1) Given the product [F:47][C:30]1([F:29])[CH2:31][CH:32]([C:34]2[O:38][N:37]=[C:36]([C:39]3[CH:40]=[CH:41][C:42]([CH3:46])=[C:43]([NH:44][C:14]([C:11]4[N:9]5[CH:10]=[C:5]([CH2:4][CH2:3][C:2](=[O:1])[CH3:17])[CH:6]=[CH:7][C:8]5=[N:13][CH:12]=4)=[O:16])[CH:45]=3)[N:35]=2)[CH2:33]1, predict the reactants needed to synthesize it. The reactants are: [O:1]=[C:2]([CH3:17])[CH2:3][CH2:4][C:5]1[CH:6]=[CH:7][C:8]2[N:9]([C:11]([C:14]([OH:16])=O)=[CH:12][N:13]=2)[CH:10]=1.C(Cl)(=O)C(Cl)=O.CN(C)C=O.[F:29][C:30]1([F:47])[CH2:33][CH:32]([C:34]2[O:38][N:37]=[C:36]([C:39]3[CH:40]=[CH:41][C:42]([CH3:46])=[C:43]([CH:45]=3)[NH2:44])[N:35]=2)[CH2:31]1. (2) Given the product [Br:1][C:2]1[CH:3]=[C:4]2[C:10]([C:30]3[CH:31]=[CH:32][N:28]([CH:23]4[CH2:24][CH2:25][CH2:26][CH2:27][O:22]4)[N:29]=3)=[CH:9][N:8]([S:12]([C:15]3[CH:21]=[CH:20][C:18]([CH3:19])=[CH:17][CH:16]=3)(=[O:14])=[O:13])[C:5]2=[N:6][CH:7]=1, predict the reactants needed to synthesize it. The reactants are: [Br:1][C:2]1[CH:3]=[C:4]2[C:10](I)=[CH:9][N:8]([S:12]([C:15]3[CH:21]=[CH:20][C:18]([CH3:19])=[CH:17][CH:16]=3)(=[O:14])=[O:13])[C:5]2=[N:6][CH:7]=1.[O:22]1[CH2:27][CH2:26][CH2:25][CH2:24][CH:23]1[N:28]1[CH:32]=[CH:31][C:30](B(O)O)=[N:29]1.C(=O)([O-])[O-].[Na+].[Na+]. (3) Given the product [CH2:28]([C:27]([C:25]1[S:26][C:22]([NH:21][CH2:1][C:3]2[CH:12]=[C:11]3[C:6]([C:7]([C:15]4[CH:16]=[CH:17][CH:18]=[CH:19][CH:20]=4)=[CH:8][C:9]([C:13]#[N:14])=[N:10]3)=[CH:5][CH:4]=2)=[N:23][N:24]=1)([OH:32])[CH2:30][CH3:31])[CH3:29], predict the reactants needed to synthesize it. The reactants are: [CH:1]([C:3]1[CH:12]=[C:11]2[C:6]([C:7]([C:15]3[CH:20]=[CH:19][CH:18]=[CH:17][CH:16]=3)=[CH:8][C:9]([C:13]#[N:14])=[N:10]2)=[CH:5][CH:4]=1)=O.[NH2:21][C:22]1[S:26][C:25]([C:27]([OH:32])([CH2:30][CH3:31])[CH2:28][CH3:29])=[N:24][N:23]=1.CC(O)=O.C(O[BH-](OC(=O)C)OC(=O)C)(=O)C.[Na+].